The task is: Predict the reactants needed to synthesize the given product.. This data is from Full USPTO retrosynthesis dataset with 1.9M reactions from patents (1976-2016). (1) Given the product [Cl:19][C:16]1[C:15]([NH:20][S:21]([CH3:24])(=[O:23])=[O:22])=[CH:14][C:13]([C:9]2[S:8][C:7]([NH:6][C:4]([NH:3][CH2:1][CH3:2])=[O:5])=[N:11][C:10]=2[CH3:12])=[CH:18][N:17]=1, predict the reactants needed to synthesize it. The reactants are: [CH2:1]([N:3]=[C:4]=[O:5])[CH3:2].[NH2:6][C:7]1[S:8][C:9]([C:13]2[CH:14]=[C:15]([NH:20][S:21]([CH3:24])(=[O:23])=[O:22])[C:16]([Cl:19])=[N:17][CH:18]=2)=[C:10]([CH3:12])[N:11]=1. (2) Given the product [Cl:18][C:15]1[N:16]=[CH:17][C:12]([C:10]2[O:9][N:8]=[C:2]([C:3]([O:5][CH2:6][CH3:7])=[O:4])[N:1]=2)=[N:13][CH:14]=1, predict the reactants needed to synthesize it. The reactants are: [NH2:1]/[C:2](=[N:8]/[O:9][C:10]([C:12]1[CH:17]=[N:16][C:15]([Cl:18])=[CH:14][N:13]=1)=O)/[C:3]([O:5][CH2:6][CH3:7])=[O:4].CC1C=CC(S(O)(=O)=O)=CC=1.O1CCOCC1.C(OCC)(=O)C. (3) Given the product [OH:1][CH2:2][C:3]1[CH:12]=[CH:11][C:10]([OH:9])=[C:5]([C@@H:6]([C:14]2[CH:19]=[CH:18][CH:17]=[CH:16][CH:15]=2)[CH2:7][CH2:8][N:23]([CH:24]([CH3:26])[CH3:25])[CH:20]([CH3:22])[CH3:21])[CH:4]=1, predict the reactants needed to synthesize it. The reactants are: [OH:1][CH2:2][C:3]1[CH:4]=[C:5]2[C:10](=[CH:11][CH:12]=1)[O:9][C@@H:8](O)[CH2:7][C@@H:6]2[C:14]1[CH:19]=[CH:18][CH:17]=[CH:16][CH:15]=1.[CH:20]([NH:23][CH:24]([CH3:26])[CH3:25])([CH3:22])[CH3:21]. (4) Given the product [F:30][C:24]1[CH:23]=[C:22]([S:18][C:14]2[CH:15]=[CH:16][CH:17]=[C:12]([C:11]([F:10])([F:19])[F:20])[CH:13]=2)[CH:29]=[CH:28][C:25]=1[CH:26]=[O:27], predict the reactants needed to synthesize it. The reactants are: C(N(C(C)C)C(C)C)C.[F:10][C:11]([F:20])([F:19])[C:12]1[CH:13]=[C:14]([SH:18])[CH:15]=[CH:16][CH:17]=1.Br[C:22]1[CH:29]=[CH:28][C:25]([CH:26]=[O:27])=[C:24]([F:30])[CH:23]=1.O.